This data is from Forward reaction prediction with 1.9M reactions from USPTO patents (1976-2016). The task is: Predict the product of the given reaction. (1) Given the reactants [NH2:1][C:2]1[CH:3]=[CH:4][C:5](Br)=[C:6]2[C:10]=1[C:9](=[O:11])[NH:8][CH2:7]2.[C:13](=[O:16])([O-])[O-].[K+].[K+].O, predict the reaction product. The product is: [NH2:1][C:2]1[CH:3]=[CH:4][C:5]([C:10]2[CH:2]=[CH:3][CH:4]=[C:13]([OH:16])[CH:9]=2)=[C:6]2[C:10]=1[C:9](=[O:11])[NH:8][CH2:7]2. (2) Given the reactants C([O:4][C:5]1[CH:10]=[CH:9][C:8]([CH:11]2[N:16]3[CH2:17][CH2:18][N:19]([C:21]4[CH:26]=[CH:25][C:24]([Cl:27])=[C:23]([O:28][CH3:29])[CH:22]=4)[CH2:20][CH:15]3[CH2:14][C:13](=[O:30])[CH2:12]2)=[C:7]([CH3:31])[C:6]=1[CH3:32])C=C.N1CCOCC1, predict the reaction product. The product is: [Cl:27][C:24]1[CH:25]=[CH:26][C:21]([N:19]2[CH2:18][CH2:17][N:16]3[CH:11]([C:8]4[CH:9]=[CH:10][C:5]([OH:4])=[C:6]([CH3:32])[C:7]=4[CH3:31])[CH2:12][C:13](=[O:30])[CH2:14][CH:15]3[CH2:20]2)=[CH:22][C:23]=1[O:28][CH3:29]. (3) Given the reactants [CH3:1][C:2]1[O:6][C:5]([C:7]2[CH:12]=[CH:11][CH:10]=[CH:9][CH:8]=2)=[N:4][C:3]=1[CH2:13][O:14][C:15]1[CH:32]=[CH:31][C:18]([CH2:19][O:20][C:21]2[C:26]([CH2:27][C:28]([OH:30])=[O:29])=[CH:25][CH:24]=[CH:23][N:22]=2)=[CH:17][CH:16]=1.O.[OH-].[Li+:35].CO, predict the reaction product. The product is: [CH3:1][C:2]1[O:6][C:5]([C:7]2[CH:8]=[CH:9][CH:10]=[CH:11][CH:12]=2)=[N:4][C:3]=1[CH2:13][O:14][C:15]1[CH:32]=[CH:31][C:18]([CH2:19][O:20][C:21]2[C:26]([CH2:27][C:28]([O-:30])=[O:29])=[CH:25][CH:24]=[CH:23][N:22]=2)=[CH:17][CH:16]=1.[Li+:35]. (4) Given the reactants [N:1]1[CH:6]=[CH:5][CH:4]=[CH:3][C:2]=1[CH:7]=[CH:8][CH2:9][CH2:10][C:11]([O:13][CH2:14][CH3:15])=[O:12].C([O-])=O.[NH4+], predict the reaction product. The product is: [N:1]1[CH:6]=[CH:5][CH:4]=[CH:3][C:2]=1[CH2:7][CH2:8][CH2:9][CH2:10][C:11]([O:13][CH2:14][CH3:15])=[O:12]. (5) Given the reactants [C:1]1([CH2:13][C:14]([NH2:16])=[O:15])[C:11]2=[C:12]3[C:7](=[CH:8][CH:9]=[CH:10]2)[CH2:6][CH2:5][CH2:4][N:3]3[CH:2]=1.C[O:18][C:19](=O)[C:20]([C:22]1[C:30]2[C:25](=[CH:26][CH:27]=[CH:28][CH:29]=2)[N:24]([CH2:31][CH2:32][CH2:33][CH2:34][OH:35])[CH:23]=1)=O, predict the reaction product. The product is: [C:1]1([C:13]2[C:14](=[O:15])[NH:16][C:19](=[O:18])[C:20]=2[C:22]2[C:30]3[C:25](=[CH:26][CH:27]=[CH:28][CH:29]=3)[N:24]([CH2:31][CH2:32][CH2:33][CH2:34][OH:35])[CH:23]=2)[C:11]2=[C:12]3[C:7](=[CH:8][CH:9]=[CH:10]2)[CH2:6][CH2:5][CH2:4][N:3]3[CH:2]=1. (6) Given the reactants Cl.[O:2]=[C:3]1[NH:12][C:11]2[N:10]=[CH:9][C:8](/[CH:13]=[CH:14]/[C:15]([OH:17])=O)=[CH:7][C:6]=2[CH2:5][CH2:4]1.Cl.[S:19]1[CH:23]=[CH:22][CH:21]=[C:20]1[CH2:24][O:25][CH:26]1[CH2:29][NH:28][CH2:27]1.CCN(C(C)C)C(C)C.CCN=C=NCCCN(C)C, predict the reaction product. The product is: [O:17]=[C:15]([N:28]1[CH2:29][CH:26]([O:25][CH2:24][C:20]2[S:19][CH:23]=[CH:22][CH:21]=2)[CH2:27]1)/[CH:14]=[CH:13]/[C:8]1[CH:7]=[C:6]2[C:11](=[N:10][CH:9]=1)[NH:12][C:3](=[O:2])[CH2:4][CH2:5]2. (7) Given the reactants C([O:3][P:4]([CH2:9][C:10]1[CH:15]=[CH:14][C:13]([O:16][CH2:17][CH2:18][OH:19])=[C:12]([CH2:20][C:21]2[CH:26]=[CH:25][C:24]([CH2:27][CH3:28])=[CH:23][CH:22]=2)[CH:11]=1)(=[O:8])[O:5]CC)C.Br[Si](C)(C)C.CO, predict the reaction product. The product is: [CH2:27]([C:24]1[CH:23]=[CH:22][C:21]([CH2:20][C:12]2[CH:11]=[C:10]([CH:15]=[CH:14][C:13]=2[O:16][CH2:17][CH2:18][OH:19])[CH2:9][P:4](=[O:3])([OH:8])[OH:5])=[CH:26][CH:25]=1)[CH3:28]. (8) Given the reactants [NH:1]1[C:5]([C:6]([NH:8][NH2:9])=[O:7])=[CH:4][CH:3]=[N:2]1.C(=O)(O)[O-].[Na+].[Cl:15][CH2:16][C:17](Cl)=[O:18], predict the reaction product. The product is: [Cl:15][CH2:16][C:17]([NH:9][NH:8][C:6]([C:5]1[NH:1][N:2]=[CH:3][CH:4]=1)=[O:7])=[O:18]. (9) Given the reactants [Br:1][C:2]1[CH:3]=[C:4]2[C:15]3([CH2:19][S:18]C(N)=[N:16]3)[C:14]3[C:9](=[CH:10][CH:11]=[C:12]([I:21])[CH:13]=3)[O:8][C:5]2=[N:6][CH:7]=1.[C:22](=[O:25])([O-])[O-].[K+].[K+].[CH3:28][Si:29]([CH2:32][CH2:33]OCCl)([CH3:31])[CH3:30].O.[CH3:38][N:39]([CH:41]=[O:42])[CH3:40], predict the reaction product. The product is: [Br:1][C:2]1[CH:3]=[C:4]2[C:15]3([CH2:19][S:18][C:38]([N:39]([CH2:40][O:25][CH2:22][CH2:28][Si:29]([CH3:32])([CH3:31])[CH3:30])[CH2:41][O:42][CH2:33][CH2:32][Si:29]([CH3:31])([CH3:30])[CH3:28])=[N:16]3)[C:14]3[C:9](=[CH:10][CH:11]=[C:12]([I:21])[CH:13]=3)[O:8][C:5]2=[N:6][CH:7]=1.